Task: Predict the reaction yield, written as a fraction of the theoretical maximum amount of product (1.0 means a 100% yield; for example, 0.34 means a 34% yield).. Dataset: Reaction yield outcomes from USPTO patents with 853,638 reactions (1) The reactants are [CH2:1]([O:3][C:4]([C:6]1[O:7][C:8]2[CH:15]=[CH:14][CH:13]=[C:12](OS(C(F)(F)F)(=O)=O)[C:9]=2[C:10]=1[CH3:11])=[O:5])[CH3:2].[CH3:24][N:25]([CH3:29])[CH2:26][C:27]#[CH:28].C(N(CC)CC)C.CO.ClCCl. The catalyst is C1(C)C=CC=CC=1.Cl[Pd](Cl)([P](C1C=CC=CC=1)(C1C=CC=CC=1)C1C=CC=CC=1)[P](C1C=CC=CC=1)(C1C=CC=CC=1)C1C=CC=CC=1. The product is [CH2:1]([O:3][C:4]([C:6]1[O:7][C:8]2[CH:15]=[CH:14][CH:13]=[C:12]([C:28]#[C:27][CH2:26][N:25]([CH3:29])[CH3:24])[C:9]=2[C:10]=1[CH3:11])=[O:5])[CH3:2]. The yield is 0.650. (2) The reactants are Br[C:2]1[CH:3]=[CH:4][C:5]2[C:18]3[N:17]=[C:16]([C:19]4[C:24]([F:25])=[CH:23][CH:22]=[CH:21][C:20]=4[Cl:26])[NH:15][C:14]=3[C:13]3[C:8](=[CH:9][C:10]([Br:27])=[CH:11][CH:12]=3)[C:6]=2[CH:7]=1.C[Li].C([Li])CCC.[F:35][C:36]([F:43])([F:42])[C:37]([O:39]CC)=[O:38]. The catalyst is C1COCC1. The product is [Br:27][C:10]1[CH:11]=[CH:12][C:13]2[C:14]3[N:15]=[C:16]([C:19]4[C:24]([F:25])=[CH:23][CH:22]=[CH:21][C:20]=4[Cl:26])[NH:17][C:18]=3[C:5]3[C:6](=[CH:7][C:2]([C:37]([OH:39])([OH:38])[C:36]([F:43])([F:42])[F:35])=[CH:3][CH:4]=3)[C:8]=2[CH:9]=1. The yield is 0.340. (3) The reactants are F[C:2]1[CH:7]=[CH:6][C:5]([C:8]2[S:12][N:11]=[C:10]([CH3:13])[N:9]=2)=[CH:4][CH:3]=1.[F:14][C:15]([F:29])([F:28])[C:16]1[CH:17]=[C:18]([N:22]2[CH2:27][CH2:26][NH:25][CH2:24][CH2:23]2)[CH:19]=[CH:20][CH:21]=1.C(=O)([O-])[O-].[Na+].[Na+]. The catalyst is CN(C=O)C. The product is [CH3:13][C:10]1[N:9]=[C:8]([C:5]2[CH:6]=[CH:7][C:2]([N:25]3[CH2:24][CH2:23][N:22]([C:18]4[CH:19]=[CH:20][CH:21]=[C:16]([C:15]([F:28])([F:29])[F:14])[CH:17]=4)[CH2:27][CH2:26]3)=[CH:3][CH:4]=2)[S:12][N:11]=1. The yield is 0.520.